This data is from Reaction yield outcomes from USPTO patents with 853,638 reactions. The task is: Predict the reaction yield, written as a fraction of the theoretical maximum amount of product (1.0 means a 100% yield; for example, 0.34 means a 34% yield). (1) The reactants are [CH3:1][C:2]([Si:5](Cl)([C:12]1[CH:17]=[CH:16][CH:15]=[CH:14][CH:13]=1)[C:6]1[CH:11]=[CH:10][CH:9]=[CH:8][CH:7]=1)([CH3:4])[CH3:3].[CH3:19][O:20][C:21]([C@@H:23]1[CH2:27][C@@H:26]([OH:28])[CH2:25][N:24]1[C:29](=[O:42])[NH:30][C:31]1[CH:36]=[CH:35][C:34]([O:37][C:38]([F:41])([F:40])[F:39])=[CH:33][CH:32]=1)=[O:22].N1C=CN=C1.O. The catalyst is CN(C=O)C. The product is [CH3:19][O:20][C:21]([C@@H:23]1[CH2:27][C@@H:26]([O:28][Si:5]([C:2]([CH3:4])([CH3:3])[CH3:1])([C:12]2[CH:17]=[CH:16][CH:15]=[CH:14][CH:13]=2)[C:6]2[CH:11]=[CH:10][CH:9]=[CH:8][CH:7]=2)[CH2:25][N:24]1[C:29](=[O:42])[NH:30][C:31]1[CH:32]=[CH:33][C:34]([O:37][C:38]([F:39])([F:40])[F:41])=[CH:35][CH:36]=1)=[O:22]. The yield is 0.880. (2) The reactants are [Cl-].O[NH3+:3].[C:4](=[O:7])([O-])[OH:5].[Na+].CS(C)=O.[CH2:13]([C:17]1[N:22]2[N:23]=[CH:24][CH:25]=[C:21]2[N:20]([C@H:26]2[CH2:31][CH2:30][C@H:29]([O:32][CH2:33][CH:34]([OH:36])[CH3:35])[CH2:28][CH2:27]2)[C:19](=[O:37])[C:18]=1[CH2:38][C:39]1[CH:44]=[CH:43][C:42]([C:45]2[C:46]([C:51]#[N:52])=[CH:47][CH:48]=[CH:49][CH:50]=2)=[CH:41][CH:40]=1)[CH2:14][CH2:15][CH3:16]. The catalyst is C(OCC)(=O)C. The product is [CH2:13]([C:17]1[N:22]2[N:23]=[CH:24][CH:25]=[C:21]2[N:20]([C@H:26]2[CH2:31][CH2:30][C@H:29]([O:32][CH2:33][CH:34]([OH:36])[CH3:35])[CH2:28][CH2:27]2)[C:19](=[O:37])[C:18]=1[CH2:38][C:39]1[CH:40]=[CH:41][C:42]([C:45]2[CH:50]=[CH:49][CH:48]=[CH:47][C:46]=2[C:51]2[NH:3][C:4](=[O:7])[O:5][N:52]=2)=[CH:43][CH:44]=1)[CH2:14][CH2:15][CH3:16]. The yield is 0.700. (3) The reactants are [N+:1]([C:4]1[CH:13]=[C:12]([N+:14]([O-:16])=[O:15])[CH:11]=[C:10]2[C:5]=1[CH2:6][CH2:7][CH2:8][CH2:9]2)([O-])=O.Cl[Sn]Cl.C(O)C. The catalyst is C(O)(=O)C.Cl. The product is [N+:14]([C:12]1[CH:13]=[C:4]([NH2:1])[C:5]2[CH2:6][CH2:7][CH2:8][CH2:9][C:10]=2[CH:11]=1)([O-:16])=[O:15]. The yield is 0.290.